This data is from Full USPTO retrosynthesis dataset with 1.9M reactions from patents (1976-2016). The task is: Predict the reactants needed to synthesize the given product. (1) Given the product [C:8]1([C:7]2[C:2]([O:1][CH:38]3[CH2:39][CH2:40][N:35]([C:32]4[N:31]=[CH:30][C:29]([CH2:26][CH2:27][CH3:28])=[CH:34][N:33]=4)[CH2:36][CH2:37]3)=[CH:3][C:4](=[O:14])[NH:5][CH:6]=2)[CH:9]=[CH:10][CH:11]=[CH:12][CH:13]=1, predict the reactants needed to synthesize it. The reactants are: [OH:1][C:2]1[C:7]([C:8]2[CH:13]=[CH:12][CH:11]=[CH:10][CH:9]=2)=[CH:6][NH:5][C:4](=[O:14])[CH:3]=1.CS(C1C=CNC(=O)C=1)(=O)=O.[CH2:26]([C:29]1[CH:30]=[N:31][C:32]([N:35]2[CH2:40][CH2:39][CH:38](CS([O-])(=O)=O)[CH2:37][CH2:36]2)=[N:33][CH:34]=1)[CH2:27][CH3:28].CS(OC1CCN(C(OC(C)(C)C)=O)CC1)(=O)=O. (2) Given the product [C:1]([C@@H:3]([NH:6][C:7]([C@@H:9]1[CH2:14][CH2:13][CH2:12][CH2:11][C@@H:10]1[NH:15][C:16]([C:18]1[N:19]([CH3:27])[C:20]2[C:25]([CH:26]=1)=[CH:24][CH:23]=[CH:22][CH:21]=2)=[O:17])=[O:8])[CH2:4][O:5][CH3:33])#[N:2], predict the reactants needed to synthesize it. The reactants are: [C:1]([C@@H:3]([NH:6][C:7]([C@@H:9]1[CH2:14][CH2:13][CH2:12][CH2:11][C@@H:10]1[NH:15][C:16]([C:18]1[N:19]([CH3:27])[C:20]2[C:25]([CH:26]=1)=[CH:24][CH:23]=[CH:22][CH:21]=2)=[O:17])=[O:8])[CH2:4][OH:5])#[N:2].F[B-](F)(F)F.[CH3:33][O+](C)C.CN(C1C2C(N(C)C)=CC=CC=2C=CC=1)C. (3) Given the product [CH3:3][O:4][C:5]1[CH:6]=[C:7]2[C:12](=[CH:13][C:14]=1[O:15][CH3:16])[N:11]=[CH:10][N:9]=[C:8]2[N:17]1[CH2:26][CH2:25][C:24]2[C:19](=[CH:20][CH:21]=[C:22]([CH2:27][OH:28])[CH:23]=2)[CH2:18]1, predict the reactants needed to synthesize it. The reactants are: [AlH4-].[Li+].[CH3:3][O:4][C:5]1[CH:6]=[C:7]2[C:12](=[CH:13][C:14]=1[O:15][CH3:16])[N:11]=[CH:10][N:9]=[C:8]2[N:17]1[CH2:26][CH2:25][C:24]2[C:19](=[CH:20][CH:21]=[C:22]([C:27](OC)=[O:28])[CH:23]=2)[CH2:18]1.ClCCl.C(O)C. (4) The reactants are: OC1CC[N:5]([C:8]([NH:10][C:11]2[NH:15][C:14]3[CH:16]=[CH:17][C:18]([O:20][S:21]([C:24]4[CH:29]=[CH:28][C:27]([N:30]5[CH2:35][CH2:34][CH:33]([OH:36])[CH2:32][CH2:31]5)=[CH:26][CH:25]=4)(=[O:23])=[O:22])=[CH:19][C:13]=3[N:12]=2)=[O:9])[CH2:4][CH2:3]1.NC[CH:39]1[O:44][CH2:43][CH2:42][NH:41][CH2:40]1. Given the product [N:41]1([CH2:3][CH2:4][NH:5][C:8](=[O:9])[NH:10][C:11]2[NH:15][C:14]3[CH:16]=[CH:17][C:18]([O:20][S:21]([C:24]4[CH:25]=[CH:26][C:27]([N:30]5[CH2:35][CH2:34][CH:33]([OH:36])[CH2:32][CH2:31]5)=[CH:28][CH:29]=4)(=[O:23])=[O:22])=[CH:19][C:13]=3[N:12]=2)[CH2:42][CH2:43][O:44][CH2:39][CH2:40]1, predict the reactants needed to synthesize it. (5) Given the product [K:21].[CH2:1]([O:3][CH:4]([O:8][CH2:9][CH3:10])[CH2:5][CH2:6][OH:7])[CH3:2], predict the reactants needed to synthesize it. The reactants are: [CH2:1]([O:3][CH:4]([O:8][CH2:9][CH3:10])[CH2:5][CH2:6][OH:7])[CH3:2].C1C2C(=CC=CC=2)C=CC=1.[K:21]. (6) Given the product [NH2:1][CH:2]([CH:6]1[CH2:10][CH2:9][N:8]([C:17]2[C:16]([CH3:25])=[C:21]3[C:20]([C:15](=[O:38])[N:14]([CH:26]4[CH2:27][CH2:28]4)[C:13](=[O:29])[NH:12]3)=[CH:19][C:18]=2[F:23])[CH2:7]1)[CH2:3][C:4]#[N:5], predict the reactants needed to synthesize it. The reactants are: [NH2:1][CH:2]([CH:6]1[CH2:10][CH2:9][NH:8][CH2:7]1)[CH2:3][C:4]#[N:5].N[N:12]1[C:21](=O)[C:20]2[C:15](=[C:16]([CH3:25])[C:17](F)=[C:18]([F:23])[CH:19]=2)[N:14]([CH:26]2[CH2:28][CH2:27]2)[C:13]1=[O:29].CN(C)C(N(C)C)=N.[OH2:38]. (7) Given the product [OH:24][C:23]1[C:22]([CH3:25])=[CH:21][C:18]([C:19]2[NH:6][C:4](=[O:5])[C:3]3[C:2](=[CH:10][C:9]([O:11][CH3:12])=[C:8]([O:13][CH3:14])[CH:7]=3)[N:1]=2)=[CH:17][C:16]=1[CH3:15], predict the reactants needed to synthesize it. The reactants are: [NH2:1][C:2]1[CH:10]=[C:9]([O:11][CH3:12])[C:8]([O:13][CH3:14])=[CH:7][C:3]=1[C:4]([NH2:6])=[O:5].[CH3:15][C:16]1[CH:17]=[C:18]([CH:21]=[C:22]([CH3:25])[C:23]=1[OH:24])[CH:19]=O.S([O-])(O)=O.[Na+].C1(C)C=CC(S(O)(=O)=O)=CC=1. (8) Given the product [C:1]([C@@H:4]([NH:9][C:10](=[O:11])[C@@H:12]([NH:18][C:19]([O:21][C:22]([CH3:25])([CH3:24])[CH3:23])=[O:20])[CH2:13][CH2:14][C:15]([NH:40][CH2:39][CH2:38][C:35]1[CH:36]=[CH:37][C:32]([C:26]2[CH:31]=[CH:30][CH:29]=[CH:28][CH:27]=2)=[CH:33][CH:34]=1)=[O:17])[CH2:5][CH:6]([CH3:7])[CH3:8])(=[O:3])[NH2:2], predict the reactants needed to synthesize it. The reactants are: [C:1]([C@@H:4]([NH:9][C:10]([C@@H:12]([NH:18][C:19]([O:21][C:22]([CH3:25])([CH3:24])[CH3:23])=[O:20])[CH2:13][CH2:14][C:15]([OH:17])=O)=[O:11])[CH2:5][CH:6]([CH3:8])[CH3:7])(=[O:3])[NH2:2].[C:26]1([C:32]2[CH:37]=[CH:36][C:35]([CH2:38][CH2:39][NH2:40])=[CH:34][CH:33]=2)[CH:31]=[CH:30][CH:29]=[CH:28][CH:27]=1.Cl.C(N=C=N)C.C(N(C(C)C)CC)(C)C. (9) Given the product [N:1]1[CH:6]=[CH:5][CH:4]=[CH:3][C:2]=1[N:7]1[CH2:8][CH:9]([NH2:11])[CH2:10]1, predict the reactants needed to synthesize it. The reactants are: [N:1]1[CH:6]=[CH:5][CH:4]=[CH:3][C:2]=1[N:7]1[CH2:10][CH:9]([NH:11]C(=O)OC(C)(C)C)[CH2:8]1.ClC1C(N2CC(N)C2)=NC=C(C(F)(F)F)C=1.